From a dataset of Full USPTO retrosynthesis dataset with 1.9M reactions from patents (1976-2016). Predict the reactants needed to synthesize the given product. (1) Given the product [NH2:40][C:8]([C:5]1[CH:6]=[CH:7][C:2]([Cl:1])=[CH:3][CH:4]=1)([C:29]1[N:33]([CH3:34])[CH:32]=[N:31][CH:30]=1)[C:9]1[CH:10]=[C:11]2[C:16](=[CH:17][CH:18]=1)[N:15]([CH3:19])[C:14](=[O:20])[CH:13]=[C:12]2[CH2:21][CH2:22][C:23]1[S:24][C:25]([Cl:28])=[CH:26][CH:27]=1, predict the reactants needed to synthesize it. The reactants are: [Cl:1][C:2]1[CH:7]=[CH:6][C:5]([C:8](O)([C:29]2[N:33]([CH3:34])[CH:32]=[N:31][CH:30]=2)[C:9]2[CH:10]=[C:11]3[C:16](=[CH:17][CH:18]=2)[N:15]([CH3:19])[C:14](=[O:20])[CH:13]=[C:12]3[CH2:21][CH2:22][C:23]2[S:24][C:25]([Cl:28])=[CH:26][CH:27]=2)=[CH:4][CH:3]=1.CC([O-])=O.[NH4+:40].O. (2) Given the product [Cl:1][C:2]1[C:3]([C:12]([OH:14])=[O:13])=[N:4][C:5]([Cl:11])=[C:6]([Cl:10])[CH:7]=1, predict the reactants needed to synthesize it. The reactants are: [Cl:1][C:2]1[C:3]([C:12]([OH:14])=[O:13])=[N:4][C:5]([Cl:11])=[C:6]([Cl:10])[C:7]=1NN.O.Cl[O-].[Na+].Cl. (3) Given the product [CH3:2][C:1]([NH:26][CH2:25][C:18]1([CH2:21][C:22]([O-:24])=[O:23])[CH2:19][CH2:20][CH2:15][CH2:16][CH2:17]1)=[C:4]([C:10]([O:12][CH2:13][CH3:14])=[O:11])[C:5]([O:7][CH2:8][CH3:9])=[O:6].[NH2+:27]1[CH2:32][CH2:31][CH2:30][CH2:29][CH2:28]1, predict the reactants needed to synthesize it. The reactants are: [C:1]([CH:4]([C:10]([O:12][CH2:13][CH3:14])=[O:11])[C:5]([O:7][CH2:8][CH3:9])=[O:6])(=O)[CH3:2].[CH2:15]1[CH2:20][CH2:19][C:18]([CH2:25][NH2:26])([CH2:21][C:22]([OH:24])=[O:23])[CH2:17][CH2:16]1.[NH:27]1[CH2:32][CH2:31][CH2:30][CH2:29][CH2:28]1. (4) Given the product [Br:1][C:2]1[CH:3]=[N:4][N:5]([CH3:23])[C:6]=1[C:7]1[CH:8]=[C:9]([NH:22][C:32]([NH:31][C:28]2[CH:29]=[CH:30][C:25]([Cl:24])=[CH:26][CH:27]=2)=[O:33])[CH:10]=[CH:11][C:12]=1[O:13][CH2:14][CH2:15][N:16]1[CH2:17][CH:18]([O:20][CH3:21])[CH2:19]1, predict the reactants needed to synthesize it. The reactants are: [Br:1][C:2]1[CH:3]=[N:4][N:5]([CH3:23])[C:6]=1[C:7]1[CH:8]=[C:9]([NH2:22])[CH:10]=[CH:11][C:12]=1[O:13][CH2:14][CH2:15][N:16]1[CH2:19][CH:18]([O:20][CH3:21])[CH2:17]1.[Cl:24][C:25]1[CH:30]=[CH:29][C:28]([N:31]=[C:32]=[O:33])=[CH:27][CH:26]=1. (5) Given the product [NH2:1][C@@H:2]1[C:13]2[CH:5]([N:6]=[C:7]3[C:12]=2[CH:11]=[CH:10][CH:9]=[CH:8]3)[CH2:4][CH2:3]1, predict the reactants needed to synthesize it. The reactants are: [NH2:1][CH:2]1[C:13]2[CH:5]([N:6]=[C:7]3[C:12]=2[CH:11]=[CH:10][CH:9]=[CH:8]3)[CH2:4][CH2:3]1.O[C@H](CC1C=CC=CC=1)C(O)=O. (6) Given the product [N:31]1([CH2:6][CH2:7][C@@H:8]2[CH2:13][N:12]([C:14]([O:16][CH2:17][C:18]3[CH:23]=[CH:22][CH:21]=[CH:20][CH:19]=3)=[O:15])[CH2:11][CH2:10][N:9]2[C:24]([O:26][C:27]([CH3:28])([CH3:30])[CH3:29])=[O:25])[C:35]2[CH:36]=[CH:37][CH:38]=[CH:39][C:34]=2[N:33]=[CH:32]1, predict the reactants needed to synthesize it. The reactants are: CS(O[CH2:6][CH2:7][C@@H:8]1[CH2:13][N:12]([C:14]([O:16][CH2:17][C:18]2[CH:23]=[CH:22][CH:21]=[CH:20][CH:19]=2)=[O:15])[CH2:11][CH2:10][N:9]1[C:24]([O:26][C:27]([CH3:30])([CH3:29])[CH3:28])=[O:25])(=O)=O.[NH:31]1[C:35]2[CH:36]=[CH:37][CH:38]=[CH:39][C:34]=2[N:33]=[CH:32]1.C(=O)([O-])[O-].[K+].[K+].CN(C=O)C. (7) Given the product [Cl:1][C:2]1[CH:3]=[CH:4][C:5]2[N:6]([C:8]([C:12]3[S:16][C:15]4[CH:17]=[CH:18][C:19]([Cl:21])=[CH:20][C:14]=4[C:13]=3[CH3:22])=[CH:9][N:10]=2)[N:7]=1, predict the reactants needed to synthesize it. The reactants are: [Cl:1][C:2]1[CH:3]=[CH:4][C:5]2[N:6]([CH:8]=[CH:9][N:10]=2)[N:7]=1.Br[C:12]1[S:16][C:15]2[CH:17]=[CH:18][C:19]([Cl:21])=[CH:20][C:14]=2[C:13]=1[CH3:22].C(=O)([O-])[O-].[K+].[K+].C1(P(C2C=CC=CC=2)C2C=CC=CC=2)C=CC=CC=1.C([O-])(=O)C.[K+].